Dataset: Experimentally validated miRNA-target interactions with 360,000+ pairs, plus equal number of negative samples. Task: Binary Classification. Given a miRNA mature sequence and a target amino acid sequence, predict their likelihood of interaction. (1) The miRNA is hsa-miR-3928-5p with sequence UGAAGCUCUAAGGUUCCGCCUGC. The protein sequence of the target gene is MSHRKFSAPRHGHLGFLPHKRSHRHRGKVKTWPRDDPSQPVHLTAFLGYKAGMTHTLREVHRPGLKISKREEVEAVTIVETPPLVVVGVVGYVATPRGLRSFKTIFAEHLSDECRRRFYKDWHKSKKKAFTKACKRWRDTDGKKQLQKDFAAMKKYCKVIRVIVHTQMKLLPFRQKKAHIMEIQLNGGTVAEKVAWAQARLEKQVPVHSVFSQSEVIDVIAVTKGRGVKGVTSRWHTKKLPRKTHKGLRKVACIGAWHPARVGCSIARAGQKGYHHRTELNKKIFRIGRGPHMEDGKLVK.... Result: 0 (no interaction). (2) The protein sequence of the target gene is MESVTFEDVAVEFIQEWALLDSARRSLCKYRMLDQCRTLASRGTPPCKPSCVSQLGQRAEPKATERGILRATGVAWESQLKPEELPSMQDLLEEASSRDMQMGPGLFLRMQLVPSIEERETPLTREDRPALQEPPWSLGCTGLKAAMQIQRVVIPVPTLGHRNPWVARDSAVPARDPAWLQEDKVEEEAMAPGLPTACSQEPVTFADVAVVFTPEEWVFLDSTQRSLYRDVMLENYRNLASVADQLCKPNALSYLEERGEQWTTDRGVLSDTCAEPQCQPQEAIPSQDTFTEILSIDVKG.... Result: 1 (interaction). The miRNA is hsa-miR-5011-5p with sequence UAUAUAUACAGCCAUGCACUC. (3) The miRNA is hsa-miR-4795-5p with sequence AGAAGUGGCUAAUAAUAUUGA. The protein sequence of the target gene is MAAAPLLLLLLLVPVPLLPLLAQGPGGALGNRHAVYWNSSNQHLRREGYTVQVNVNDYLDIYCPHYNSSGVGPGAGPGPGGGAEQYVLYMVSRNGYRTCNASQGFKRWECNRPHAPHSPIKFSEKFQRYSAFSLGYEFHAGHEYYYISTPTHNLHWKCLRMKVFVCCASTSHSGEKPVPTLPQFTMGPNVKINVLEDFEGENPQVPKLEKSISGTSPKREHLPLAVGIAFFLMTFLAS. Result: 1 (interaction).